This data is from Full USPTO retrosynthesis dataset with 1.9M reactions from patents (1976-2016). The task is: Predict the reactants needed to synthesize the given product. Given the product [I:1][C:2]1[C:10]2[C:5](=[N:6][CH:7]=[CH:8][CH:9]=2)[N:4]([CH2:20][O:19][CH2:18][CH2:17][Si:14]([CH3:16])([CH3:15])[CH3:13])[N:3]=1, predict the reactants needed to synthesize it. The reactants are: [I:1][C:2]1[C:10]2[C:5](=[N:6][CH:7]=[CH:8][CH:9]=2)[NH:4][N:3]=1.[H-].[Na+].[CH3:13][Si:14]([CH2:17][CH2:18][O:19][CH2:20]Cl)([CH3:16])[CH3:15].O.